This data is from NCI-60 drug combinations with 297,098 pairs across 59 cell lines. The task is: Regression. Given two drug SMILES strings and cell line genomic features, predict the synergy score measuring deviation from expected non-interaction effect. (1) Drug 1: CCC1(CC2CC(C3=C(CCN(C2)C1)C4=CC=CC=C4N3)(C5=C(C=C6C(=C5)C78CCN9C7C(C=CC9)(C(C(C8N6C)(C(=O)OC)O)OC(=O)C)CC)OC)C(=O)OC)O.OS(=O)(=O)O. Drug 2: CC1C(C(CC(O1)OC2CC(CC3=C2C(=C4C(=C3O)C(=O)C5=CC=CC=C5C4=O)O)(C(=O)C)O)N)O. Cell line: UACC62. Synergy scores: CSS=76.0, Synergy_ZIP=-7.09, Synergy_Bliss=-1.29, Synergy_Loewe=1.29, Synergy_HSA=3.10. (2) Drug 1: C1CCC(CC1)NC(=O)N(CCCl)N=O. Drug 2: CCCS(=O)(=O)NC1=C(C(=C(C=C1)F)C(=O)C2=CNC3=C2C=C(C=N3)C4=CC=C(C=C4)Cl)F. Cell line: NCI-H226. Synergy scores: CSS=18.8, Synergy_ZIP=-5.07, Synergy_Bliss=7.44, Synergy_Loewe=3.20, Synergy_HSA=5.64. (3) Drug 1: CCCS(=O)(=O)NC1=C(C(=C(C=C1)F)C(=O)C2=CNC3=C2C=C(C=N3)C4=CC=C(C=C4)Cl)F. Drug 2: C1CC(=O)NC(=O)C1N2C(=O)C3=CC=CC=C3C2=O. Cell line: MCF7. Synergy scores: CSS=3.10, Synergy_ZIP=2.66, Synergy_Bliss=8.51, Synergy_Loewe=7.12, Synergy_HSA=7.05. (4) Drug 1: CC(C1=C(C=CC(=C1Cl)F)Cl)OC2=C(N=CC(=C2)C3=CN(N=C3)C4CCNCC4)N. Drug 2: CN(C(=O)NC(C=O)C(C(C(CO)O)O)O)N=O. Cell line: U251. Synergy scores: CSS=3.32, Synergy_ZIP=0.155, Synergy_Bliss=0.778, Synergy_Loewe=-1.16, Synergy_HSA=0.00825.